This data is from Peptide-MHC class II binding affinity with 134,281 pairs from IEDB. The task is: Regression. Given a peptide amino acid sequence and an MHC pseudo amino acid sequence, predict their binding affinity value. This is MHC class II binding data. (1) The peptide sequence is IIAGTPEVHAVKPGA. The MHC is DRB1_1501 with pseudo-sequence DRB1_1501. The binding affinity (normalized) is 0.313. (2) The MHC is DRB1_0101 with pseudo-sequence DRB1_0101. The binding affinity (normalized) is 0.709. The peptide sequence is QLEVKFNAPALQEAY.